This data is from CYP2C19 inhibition data for predicting drug metabolism from PubChem BioAssay. The task is: Regression/Classification. Given a drug SMILES string, predict its absorption, distribution, metabolism, or excretion properties. Task type varies by dataset: regression for continuous measurements (e.g., permeability, clearance, half-life) or binary classification for categorical outcomes (e.g., BBB penetration, CYP inhibition). Dataset: cyp2c19_veith. The drug is O=c1c(-c2cccs2)nc2cnc(N3CCOCC3)nc2n1Cc1cccs1. The result is 0 (non-inhibitor).